Dataset: Peptide-MHC class I binding affinity with 185,985 pairs from IEDB/IMGT. Task: Regression. Given a peptide amino acid sequence and an MHC pseudo amino acid sequence, predict their binding affinity value. This is MHC class I binding data. (1) The peptide sequence is LLQGVPFHV. The MHC is HLA-B35:01 with pseudo-sequence HLA-B35:01. The binding affinity (normalized) is 0.0847. (2) The peptide sequence is YFTEVYYQL. The MHC is Patr-A0701 with pseudo-sequence Patr-A0701. The binding affinity (normalized) is 0.432. (3) The peptide sequence is RDYVDRFYKTL. The MHC is HLA-B07:02 with pseudo-sequence HLA-B07:02. The binding affinity (normalized) is 0. (4) The peptide sequence is LVISGLFPV. The MHC is HLA-A02:01 with pseudo-sequence HLA-A02:01. The binding affinity (normalized) is 0.948.